This data is from Reaction yield outcomes from USPTO patents with 853,638 reactions. The task is: Predict the reaction yield, written as a fraction of the theoretical maximum amount of product (1.0 means a 100% yield; for example, 0.34 means a 34% yield). (1) The reactants are [C:1]([C:5]1[CH:11]=[CH:10][C:9]([N+:12]([O-:14])=[O:13])=[CH:8][C:6]=1N)([CH3:4])([CH3:3])[CH3:2].Cl.N([O-])=O.[Na+].[F:20][B-](F)(F)F.[Na+]. The catalyst is ClCCl. The product is [C:1]([C:5]1[CH:11]=[CH:10][C:9]([N+:12]([O-:14])=[O:13])=[CH:8][C:6]=1[F:20])([CH3:4])([CH3:3])[CH3:2]. The yield is 0.390. (2) The reactants are [CH2:1]([Li])CCC.[CH:6]([CH:8]1[CH2:10][CH:9]1[C:11]1[C:19]2[C:14](=[CH:15][CH:16]=[C:17]([C:20]#[N:21])[CH:18]=2)[N:13]([S:22]([C:25]2[CH:30]=[CH:29][C:28]([CH3:31])=[CH:27][CH:26]=2)(=[O:24])=[O:23])[CH:12]=1)=O. The catalyst is [Br-].C[P+](C1C=CC=CC=1)(C1C=CC=CC=1)C1C=CC=CC=1.C1COCC1. The product is [C:28]1([CH3:31])[CH:27]=[CH:26][C:25]([S:22]([N:13]2[C:14]3[C:19](=[CH:18][C:17]([C:20]#[N:21])=[CH:16][CH:15]=3)[C:11]([CH:9]3[CH2:10][CH:8]3[CH:6]=[CH2:1])=[CH:12]2)(=[O:23])=[O:24])=[CH:30][CH:29]=1. The yield is 0.710. (3) The reactants are [S:1]1[CH:6]=[CH:5][C:4](=[O:7])[CH2:3][CH2:2]1.C(N(CC)CC)C.FC(F)(F)S(O[Si:21]([C:24]([CH3:27])([CH3:26])[CH3:25])([CH3:23])[CH3:22])(=O)=O. The catalyst is C(Cl)Cl. The product is [O:7]([C:4]1[CH:3]=[CH:2][S:1][CH2:6][CH:5]=1)[Si:21]([C:24]([CH3:27])([CH3:26])[CH3:25])([CH3:23])[CH3:22]. The yield is 0.610. (4) The reactants are [CH2:1]([Mg]Br)[CH2:2][CH2:3][CH2:4][CH2:5][CH3:6].[Br:9][C:10]1[CH:11]=[C:12]([CH:15]=[CH:16][CH:17]=1)[CH:13]=[O:14]. The catalyst is O1CCCC1. The product is [Br:9][C:10]1[CH:17]=[CH:16][CH:15]=[C:12]([CH:13]([OH:14])[CH2:1][CH2:2][CH2:3][CH2:4][CH2:5][CH3:6])[CH:11]=1. The yield is 0.650. (5) The reactants are [CH3:1][O:2][C:3]([C:5]1[CH:13]=[C:12]2[C:8]([CH:9]=[CH:10][NH:11]2)=[CH:7][CH:6]=1)=[O:4].Br[C:15]1[CH:20]=[CH:19][C:18]([F:21])=[CH:17][C:16]=1[CH3:22].[O-]P([O-])([O-])=O.[K+].[K+].[K+].CCCCCCCCCCCC.C1(N)CCCCC1N. The catalyst is O1CCOCC1.[Cu]I.O. The product is [CH3:1][O:2][C:3]([C:5]1[CH:13]=[C:12]2[C:8]([CH:9]=[CH:10][N:11]2[C:15]2[CH:20]=[CH:19][C:18]([F:21])=[CH:17][C:16]=2[CH3:22])=[CH:7][CH:6]=1)=[O:4]. The yield is 0.460. (6) The reactants are [N:1]([CH2:4][CH:5]1[CH2:9][C:8]2[CH:10]=[C:11]([C:20]3[CH:25]=[CH:24][CH:23]=[CH:22][CH:21]=3)[CH:12]=[C:13]([C:14]3[CH:19]=[CH:18][CH:17]=[CH:16][CH:15]=3)[C:7]=2[O:6]1)=[N+]=[N-].C1(P(C2C=CC=CC=2)C2C=CC=CC=2)C=CC=CC=1. No catalyst specified. The product is [C:20]1([C:11]2[CH:12]=[C:13]([C:14]3[CH:19]=[CH:18][CH:17]=[CH:16][CH:15]=3)[C:7]3[O:6][CH:5]([CH2:4][NH2:1])[CH2:9][C:8]=3[CH:10]=2)[CH:25]=[CH:24][CH:23]=[CH:22][CH:21]=1. The yield is 0.990. (7) The catalyst is C(O)C. The product is [F:1][C:2]1[CH:38]=[C:37]([F:39])[CH:36]=[CH:35][C:3]=1[O:4][C:5]1[C:13]([C:14]2[C:15]3[CH:24]=[CH:23][NH:22][C:16]=3[C:17](=[O:21])[N:18]([CH3:20])[CH:19]=2)=[CH:12][C:8]2[NH:9][N:10]=[N:11][C:7]=2[CH:6]=1. The reactants are [F:1][C:2]1[CH:38]=[C:37]([F:39])[CH:36]=[CH:35][C:3]=1[O:4][C:5]1[C:13]([C:14]2[C:15]3[CH:24]=[CH:23][N:22](S(C4C=CC(C)=CC=4)(=O)=O)[C:16]=3[C:17](=[O:21])[N:18]([CH3:20])[CH:19]=2)=[CH:12][C:8]2[NH:9][N:10]=[N:11][C:7]=2[CH:6]=1.[OH-].[Na+].O. The yield is 0.340.